This data is from Catalyst prediction with 721,799 reactions and 888 catalyst types from USPTO. The task is: Predict which catalyst facilitates the given reaction. (1) Reactant: [OH:1][C:2]1[CH:7]=[CH:6][N:5]([CH2:8][CH2:9][C:10]2[CH:15]=[CH:14][C:13]([CH2:16][OH:17])=[CH:12][CH:11]=2)[C:4](=[O:18])[CH:3]=1.[Br:19][C:20]1[CH:21]=[CH:22][C:23]([CH2:26]Br)=[N:24][CH:25]=1.C(=O)([O-])[O-].[K+].[K+]. Product: [Br:19][C:20]1[CH:21]=[CH:22][C:23]([CH2:26][O:1][C:2]2[CH:7]=[CH:6][N:5]([CH2:8][CH2:9][C:10]3[CH:15]=[CH:14][C:13]([CH2:16][OH:17])=[CH:12][CH:11]=3)[C:4](=[O:18])[CH:3]=2)=[N:24][CH:25]=1. The catalyst class is: 18. (2) Reactant: [Cl:1][C:2]1[CH:40]=[CH:39][C:5]2[N:6](CC3C=CC(OC)=CC=3)[C:7](=[O:29])[CH:8]([CH2:21][C:22]3[CH:27]=[CH:26][CH:25]=[CH:24][C:23]=3[Cl:28])[N:9]=[C:10]([C:11]3[CH:12]=[CH:13][C:14]([NH:17][C:18](=[O:20])[CH3:19])=[N:15][CH:16]=3)[C:4]=2[CH:3]=1.[Al+3].[Cl-].[Cl-].[Cl-].C(OCC)(=O)C. Product: [Cl:1][C:2]1[CH:40]=[CH:39][C:5]2[NH:6][C:7](=[O:29])[CH:8]([CH2:21][C:22]3[CH:27]=[CH:26][CH:25]=[CH:24][C:23]=3[Cl:28])[N:9]=[C:10]([C:11]3[CH:12]=[CH:13][C:14]([NH:17][C:18](=[O:20])[CH3:19])=[N:15][CH:16]=3)[C:4]=2[CH:3]=1. The catalyst class is: 520. (3) Reactant: O[CH2:2][CH2:3][CH2:4][CH:5]1[N:11]2[C:12](=[O:15])[O:13][N:14]=[C:10]2[CH2:9][CH2:8][CH2:7][CH2:6]1.C(Br)(Br)(Br)[Br:17].C1(P(C2C=CC=CC=2)C2C=CC=CC=2)C=CC=CC=1. Product: [Br:17][CH2:2][CH2:3][CH2:4][CH:5]1[N:11]2[C:12](=[O:15])[O:13][N:14]=[C:10]2[CH2:9][CH2:8][CH2:7][CH2:6]1. The catalyst class is: 2. (4) Reactant: C([O:3][C:4]([C:6]1[CH:7]=[N:8][N:9]([CH:11]2[CH2:16][CH2:15][N:14]([C:17]([O:19][C:20]([CH3:23])([CH3:22])[CH3:21])=[O:18])[CH2:13][CH2:12]2)[CH:10]=1)=[O:5])C.[OH-].[K+]. Product: [C:20]([O:19][C:17]([N:14]1[CH2:15][CH2:16][CH:11]([N:9]2[CH:10]=[C:6]([C:4]([OH:5])=[O:3])[CH:7]=[N:8]2)[CH2:12][CH2:13]1)=[O:18])([CH3:23])([CH3:21])[CH3:22]. The catalyst class is: 24. (5) Reactant: [Cl:1][C:2]1[CH:11]=[C:10]([C:12]#[N:13])[CH:9]=[C:8]([Cl:14])[C:3]=1[C:4]([O:6]C)=[O:5].[Li+].[I-]. Product: [Cl:1][C:2]1[CH:11]=[C:10]([C:12]#[N:13])[CH:9]=[C:8]([Cl:14])[C:3]=1[C:4]([OH:6])=[O:5]. The catalyst class is: 17. (6) Reactant: B.O1CCCC1.[Br:7][C:8]1[CH:21]=[C:20]2[C:11]([O:12][C:13]3[C:14]([C:23]4[NH:28][C:27](=[O:29])[CH:26]=[C:25]([N:30]5[CH2:35][CH2:34][O:33][CH2:32][CH2:31]5)[CH:24]=4)=[CH:15][CH:16]=[CH:17][C:18]=3[C:19]2=O)=[CH:10][CH:9]=1. Product: [Br:7][C:8]1[CH:21]=[C:20]2[C:11]([O:12][C:13]3[C:14]([C:23]4[NH:28][C:27](=[O:29])[CH:26]=[C:25]([N:30]5[CH2:35][CH2:34][O:33][CH2:32][CH2:31]5)[CH:24]=4)=[CH:15][CH:16]=[CH:17][C:18]=3[CH2:19]2)=[CH:10][CH:9]=1. The catalyst class is: 7.